From a dataset of Full USPTO retrosynthesis dataset with 1.9M reactions from patents (1976-2016). Predict the reactants needed to synthesize the given product. (1) Given the product [CH2:17]([N:12]1[CH:13]=[C:9]([B:4]2[O:5][C:6]([CH3:7])([CH3:8])[C:2]([CH3:14])([CH3:1])[O:3]2)[CH:10]=[N:11]1)[CH2:18][C:19]1[CH:24]=[CH:23][CH:22]=[CH:21][CH:20]=1, predict the reactants needed to synthesize it. The reactants are: [CH3:1][C:2]1([CH3:14])[C:6]([CH3:8])([CH3:7])[O:5][B:4]([C:9]2[CH:10]=[N:11][NH:12][CH:13]=2)[O:3]1.[H-].[Na+].[CH2:17](Br)[CH2:18][C:19]1[CH:24]=[CH:23][CH:22]=[CH:21][CH:20]=1. (2) The reactants are: [CH3:1][O:2][C:3]([C:5]1[CH:19]=[CH:18][C:8]2[N:9]([CH2:12][CH2:13][O:14][CH2:15]SC)[CH:10]=[N:11][C:7]=2[CH:6]=1)=[O:4].O[O:21][S:22]([O-:24])=O.[K+].[CH3:26]O. Given the product [CH3:1][O:2][C:3]([C:5]1[CH:19]=[CH:18][C:8]2[N:9]([CH2:12][CH2:13][O:14][CH2:15][S:22]([CH3:26])(=[O:24])=[O:21])[CH:10]=[N:11][C:7]=2[CH:6]=1)=[O:4], predict the reactants needed to synthesize it. (3) Given the product [N:19]([CH2:6][C@H:7]1[O:11][N:10]=[C:9]([C:12]2[CH:17]=[CH:16][C:15]([Br:18])=[CH:14][N:13]=2)[CH2:8]1)=[N+:20]=[N-:21], predict the reactants needed to synthesize it. The reactants are: CS(O[CH2:6][C@H:7]1[O:11][N:10]=[C:9]([C:12]2[CH:17]=[CH:16][C:15]([Br:18])=[CH:14][N:13]=2)[CH2:8]1)(=O)=O.[N-:19]=[N+:20]=[N-:21].[Na+].[Cl-].[Na+].